Dataset: Reaction yield outcomes from USPTO patents with 853,638 reactions. Task: Predict the reaction yield, written as a fraction of the theoretical maximum amount of product (1.0 means a 100% yield; for example, 0.34 means a 34% yield). The reactants are [N:1](CC1C=CC=CC=1)=[N+:2]=[N-:3].[C:11]([C:13]1[N:17]2[C:18]3[C:23]([N:24]=[C:25]([NH:26][CH2:27][CH2:28][CH2:29][OH:30])[C:16]2=[N:15][CH:14]=1)=[CH:22][C:21]([C:31]([F:34])([F:33])[F:32])=[CH:20][CH:19]=3)#[CH:12].O=[C:36]1O[C@H:41]([C@H:43]([CH2:45]O)O)[C:39]([O-])=[C:37]1O.[Na+]. The catalyst is C(O)(C)(C)C.O.S([O-])([O-])(=O)=O.[Cu+2]. The product is [C:36]1([N:1]2[CH:12]=[C:11]([C:13]3[N:17]4[C:18]5[C:23]([N:24]=[C:25]([NH:26][CH2:27][CH2:28][CH2:29][OH:30])[C:16]4=[N:15][CH:14]=3)=[CH:22][C:21]([C:31]([F:32])([F:33])[F:34])=[CH:20][CH:19]=5)[N:3]=[N:2]2)[CH:45]=[CH:43][CH:41]=[CH:39][CH:37]=1. The yield is 0.0700.